From a dataset of Full USPTO retrosynthesis dataset with 1.9M reactions from patents (1976-2016). Predict the reactants needed to synthesize the given product. (1) Given the product [Br:1][C:2]1[C:3]([N:15]([CH:10]2[CH2:11][CH2:12][CH2:13][CH2:14]2)[CH2:16][CH2:17][C:18]([NH:20][CH2:21][CH3:22])=[O:19])=[N:4][C:5]([Cl:8])=[N:6][CH:7]=1, predict the reactants needed to synthesize it. The reactants are: [Br:1][C:2]1[C:3](Cl)=[N:4][C:5]([Cl:8])=[N:6][CH:7]=1.[CH:10]1([NH:15][CH2:16][CH2:17][C:18]([NH:20][CH2:21][CH3:22])=[O:19])[CH2:14][CH2:13][CH2:12][CH2:11]1.C(N(CC)CC)C. (2) Given the product [CH3:9][O:8][C:6](=[O:7])[C:5]1[CH:4]=[CH:3][C:2]([O:1][S:21]([C:24]([F:27])([F:26])[F:25])(=[O:23])=[O:22])=[CH:11][CH:10]=1, predict the reactants needed to synthesize it. The reactants are: [OH:1][C:2]1[CH:11]=[CH:10][C:5]([C:6]([O:8][CH3:9])=[O:7])=[CH:4][CH:3]=1.N1C(C)=CC(C)=CC=1C.[S:21](O[S:21]([C:24]([F:27])([F:26])[F:25])(=[O:23])=[O:22])([C:24]([F:27])([F:26])[F:25])(=[O:23])=[O:22]. (3) The reactants are: [C:1]([O:5][C:6]([N:8]1[CH2:13][CH2:12][N:11]([CH2:14][C:15]2[CH2:20][C:19]([CH3:22])([CH3:21])[CH2:18][CH2:17][C:16]=2Br)[CH2:10][CH2:9]1)=[O:7])([CH3:4])([CH3:3])[CH3:2].[Cl:24][C:25]1[CH:30]=[CH:29][C:28](B(O)O)=[CH:27][CH:26]=1.C([O-])([O-])=O.[Na+].[Na+]. Given the product [C:1]([O:5][C:6]([N:8]1[CH2:13][CH2:12][N:11]([CH2:14][C:15]2[CH2:20][C:19]([CH3:22])([CH3:21])[CH2:18][CH2:17][C:16]=2[C:28]2[CH:29]=[CH:30][C:25]([Cl:24])=[CH:26][CH:27]=2)[CH2:10][CH2:9]1)=[O:7])([CH3:4])([CH3:3])[CH3:2], predict the reactants needed to synthesize it.